Dataset: Catalyst prediction with 721,799 reactions and 888 catalyst types from USPTO. Task: Predict which catalyst facilitates the given reaction. Reactant: [Cl:1][C:2]1[C:6]([NH:7][CH3:8])=[CH:5][N:4]([C:9]2[CH:10]=[N:11][CH:12]=[CH:13][CH:14]=2)[N:3]=1.[C:15]([O:19][C:20]([NH:22][C@@H:23]1[CH2:27][CH2:26][C@H:25]([C:28]([OH:30])=O)[CH2:24]1)=[O:21])([CH3:18])([CH3:17])[CH3:16].CN1CCOCC1. Product: [C:15]([O:19][C:20](=[O:21])[NH:22][C@@H:23]1[CH2:24][C@H:25]([C:28](=[O:30])[N:7]([C:6]2[C:2]([Cl:1])=[N:3][N:4]([C:9]3[CH:10]=[N:11][CH:12]=[CH:13][CH:14]=3)[CH:5]=2)[CH3:8])[CH2:26][CH2:27]1)([CH3:16])([CH3:17])[CH3:18]. The catalyst class is: 173.